This data is from Forward reaction prediction with 1.9M reactions from USPTO patents (1976-2016). The task is: Predict the product of the given reaction. (1) Given the reactants C(O[C:6]([NH:8][CH2:9][CH2:10][N:11]1[C:15](Br)=[C:14]([C:17]2[CH:22]=[CH:21][CH:20]=[C:19]([F:23])[CH:18]=2)[C:13]([C:24]([O:26][CH2:27][CH3:28])=[O:25])=[CH:12]1)=O)(C)(C)C.[ClH:29].C=O.[OH-].[Na+], predict the reaction product. The product is: [Cl:29][C:15]1[N:11]2[CH2:10][CH2:9][NH:8][CH2:6][C:12]2=[C:13]([C:24]([O:26][CH2:27][CH3:28])=[O:25])[C:14]=1[C:17]1[CH:22]=[CH:21][CH:20]=[C:19]([F:23])[CH:18]=1. (2) Given the reactants Br[C:2]1[CH:9]=[CH:8][C:5]([C:6]#[N:7])=[CH:4][CH:3]=1.[Li]CCCC.[F:15][C:16]1[CH:21]=[CH:20][C:19]([N:22]2[C:30]3[C:25](=[CH:26][C:27]([CH:31]=[O:32])=[CH:28][CH:29]=3)[CH:24]=[N:23]2)=[CH:18][CH:17]=1, predict the reaction product. The product is: [F:15][C:16]1[CH:17]=[CH:18][C:19]([N:22]2[C:30]3[C:25](=[CH:26][C:27]([CH:31]([OH:32])[C:2]4[CH:9]=[CH:8][C:5]([C:6]#[N:7])=[CH:4][CH:3]=4)=[CH:28][CH:29]=3)[CH:24]=[N:23]2)=[CH:20][CH:21]=1. (3) Given the reactants [CH3:1][O:2][C:3]1[CH:4]=[C:5]2[C:9](=[CH:10][C:11]=1[O:12][CH3:13])[CH2:8][N:7]([C:14]1[C:15]([CH3:34])=[C:16]([CH3:33])[C:17]3[O:21][C:20]([CH3:23])([CH3:22])[CH:19]([C:24]4[CH:29]=[CH:28][C:27]([CH3:30])=[CH:26][CH:25]=4)[C:18]=3[C:31]=1[CH3:32])[CH2:6]2.[ClH:35], predict the reaction product. The product is: [ClH:35].[CH3:1][O:2][C:3]1[CH:4]=[C:5]2[C:9](=[CH:10][C:11]=1[O:12][CH3:13])[CH2:8][N:7]([C:14]1[C:15]([CH3:34])=[C:16]([CH3:33])[C:17]3[O:21][C:20]([CH3:23])([CH3:22])[CH:19]([C:24]4[CH:25]=[CH:26][C:27]([CH3:30])=[CH:28][CH:29]=4)[C:18]=3[C:31]=1[CH3:32])[CH2:6]2. (4) Given the reactants [C:1]([N:4]1[CH2:9][CH2:8][CH2:7][C:6]([CH2:29][C:30]([O:32][CH2:33][CH3:34])=[O:31])([CH2:10][C:11]2[CH:16]=[CH:15][C:14]([O:17][CH2:18][CH2:19][CH2:20][NH:21][C:22]3[CH:27]=[CH:26][CH:25]=[CH:24][N+:23]=3[O-])=[CH:13][CH:12]=2)[CH2:5]1)(=[O:3])[CH3:2].C1(P(C2C=CC=CC=2)C2C=CC=CC=2)C=CC=CC=1, predict the reaction product. The product is: [C:1]([N:4]1[CH2:9][CH2:8][CH2:7][C:6]([CH2:29][C:30]([O:32][CH2:33][CH3:34])=[O:31])([CH2:10][C:11]2[CH:12]=[CH:13][C:14]([O:17][CH2:18][CH2:19][CH2:20][NH:21][C:22]3[CH:27]=[CH:26][CH:25]=[CH:24][N:23]=3)=[CH:15][CH:16]=2)[CH2:5]1)(=[O:3])[CH3:2]. (5) Given the reactants [N:1]1[CH:6]=[CH:5][CH:4]=[CH:3][CH:2]=1.[CH3:7][O:8][Si:9]([CH2:14][CH2:15][CH2:16][Cl:17])([O:12][CH3:13])[O:10][CH3:11], predict the reaction product. The product is: [Cl-:17].[CH3:7][O:8][Si:9]([CH2:14][CH2:15][CH2:16][N+:1]1[CH:6]=[CH:5][CH:4]=[CH:3][CH:2]=1)([O:12][CH3:13])[O:10][CH3:11]. (6) Given the reactants Cl.[CH2:2]([O:4][C:5](=[O:9])[CH2:6][CH2:7][NH2:8])[CH3:3].[C:10]([O:14][C:15]([NH:17][CH2:18][C:19](O)=[O:20])=[O:16])([CH3:13])([CH3:12])[CH3:11].C1CCC(N=C=NC2CCCCC2)CC1.CN1CCOCC1, predict the reaction product. The product is: [C:10]([O:14][C:15]([NH:17][CH2:18][C:19]([NH:8][CH2:7][CH2:6][C:5]([O:4][CH2:2][CH3:3])=[O:9])=[O:20])=[O:16])([CH3:13])([CH3:12])[CH3:11]. (7) Given the reactants [H][H].[N+:3]([C:6]1[CH:16]=[CH:15][CH:14]=[CH:13][C:7]=1[O:8][CH2:9][C:10](=O)[CH3:11])([O-])=O.O.[N+](C(OC1C=CC=CC=1)C(=O)C)([O-])=O, predict the reaction product. The product is: [CH3:11][CH:10]1[NH:3][C:6]2[CH:16]=[CH:15][CH:14]=[CH:13][C:7]=2[O:8][CH2:9]1. (8) The product is: [Br:13][C:11]1[CH:12]=[C:7]([CH2:6][OH:5])[CH:8]=[N:9][CH:10]=1. Given the reactants [BH4-].[Na+].C([O:5][C:6](=O)[C:7]1[CH:12]=[C:11]([Br:13])[CH:10]=[N:9][CH:8]=1)C, predict the reaction product.